From a dataset of TCR-epitope binding with 47,182 pairs between 192 epitopes and 23,139 TCRs. Binary Classification. Given a T-cell receptor sequence (or CDR3 region) and an epitope sequence, predict whether binding occurs between them. (1) The epitope is FADDLNQLTGY. The TCR CDR3 sequence is CASSPAGLAYEQYF. Result: 0 (the TCR does not bind to the epitope). (2) The epitope is FLPRVFSAV. The TCR CDR3 sequence is CSPLGLDNNEQFF. Result: 1 (the TCR binds to the epitope). (3) The epitope is ILHCANFNV. The TCR CDR3 sequence is CASSDQFSGAYQETQYF. Result: 1 (the TCR binds to the epitope). (4) The epitope is PROT_97E67BCC. The TCR CDR3 sequence is CASSRWAEQYF. Result: 0 (the TCR does not bind to the epitope). (5) The epitope is AVFDRKSDAK. The TCR CDR3 sequence is CASSLGHGNTIYF. Result: 0 (the TCR does not bind to the epitope). (6) The epitope is KLMNIQQKL. The TCR CDR3 sequence is CASSYAGTAAEAFF. Result: 0 (the TCR does not bind to the epitope).